This data is from Reaction yield outcomes from USPTO patents with 853,638 reactions. The task is: Predict the reaction yield, written as a fraction of the theoretical maximum amount of product (1.0 means a 100% yield; for example, 0.34 means a 34% yield). (1) The reactants are Br[C:2]1[CH:7]=[C:6]([N+:8]([O-:10])=[O:9])[CH:5]=[CH:4][C:3]=1[NH:11][C:12]([CH3:15])([CH3:14])[CH3:13].[C:16]([Si:18]([CH3:21])([CH3:20])[CH3:19])#[CH:17].N#N. The catalyst is CCN(CC)CC.Cl[Pd](Cl)([P](C1C=CC=CC=1)(C1C=CC=CC=1)C1C=CC=CC=1)[P](C1C=CC=CC=1)(C1C=CC=CC=1)C1C=CC=CC=1.[Cu]I. The product is [C:12]([NH:11][C:3]1[CH:4]=[CH:5][C:6]([N+:8]([O-:10])=[O:9])=[CH:7][C:2]=1[C:17]#[C:16][Si:18]([CH3:21])([CH3:20])[CH3:19])([CH3:15])([CH3:14])[CH3:13]. The yield is 0.160. (2) The reactants are [CH:1]([N:4]1[C:8]([C:9]2[N:18]=[C:17]3[N:11]([CH2:12][CH2:13][O:14][C:15]4[CH:22]=[C:21]([CH2:23][OH:24])[CH:20]=[CH:19][C:16]=43)[CH:10]=2)=[N:7][CH:6]=[N:5]1)([CH3:3])[CH3:2].ClC(Cl)(Cl)[C:27]([N:29]=C=O)=[O:28].C(N(CC)CC)C. The catalyst is C1COCC1.O. The product is [C:27](=[O:28])([O:24][CH2:23][C:21]1[CH:20]=[CH:19][C:16]2[C:17]3[N:11]([CH:10]=[C:9]([C:8]4[N:4]([CH:1]([CH3:3])[CH3:2])[N:5]=[CH:6][N:7]=4)[N:18]=3)[CH2:12][CH2:13][O:14][C:15]=2[CH:22]=1)[NH2:29]. The yield is 0.830. (3) The reactants are [CH2:1]([N:3]([CH2:20][CH3:21])[C:4]([C:6]1[CH:19]=[CH:18][C:9]([CH2:10][C:11]2[CH:16]=[CH:15][CH:14]=[CH:13][C:12]=2[OH:17])=[CH:8][CH:7]=1)=[O:5])[CH3:2].[OH-].[Na+].[CH2:24]1[O:26][CH:25]1[CH2:27][OH:28]. The catalyst is O1CCOCC1.O. The product is [CH2:20]([N:3]([CH2:1][CH3:2])[C:4]([C:6]1[CH:19]=[CH:18][C:9]([CH2:10][C:11]2[CH:16]=[CH:15][CH:14]=[CH:13][C:12]=2[O:17][CH2:24][CH:25]([OH:26])[CH2:27][OH:28])=[CH:8][CH:7]=1)=[O:5])[CH3:21]. The yield is 0.590. (4) The yield is 0.800. The catalyst is O. The product is [Cl:1][C:2]1[N:10]=[C:9]([O:16][CH2:15][C:14]([F:18])([F:17])[F:13])[C:8]([F:12])=[CH:7][C:3]=1[C:4]([OH:6])=[O:5]. The reactants are [Cl:1][C:2]1[N:10]=[C:9](Cl)[C:8]([F:12])=[CH:7][C:3]=1[C:4]([OH:6])=[O:5].[F:13][C:14]([F:18])([F:17])[CH2:15][OH:16].[OH-].[Na+].Cl. (5) The reactants are C[Al](C)C.[NH3:5].[F:6][C:7]1[CH:12]=[CH:11][CH:10]=[C:9]([F:13])[C:8]=1[N:14]1[C:19]2[N:20]=[C:21]([NH:32][CH2:33][C:34](OC)=[O:35])[N:22]=[C:23]([C:24]3[CH:29]=[CH:28][C:27]([F:30])=[CH:26][C:25]=3[CH3:31])[C:18]=2[CH:17]=[CH:16][C:15]1=[O:38]. The catalyst is ClCCl.CCOC(C)=O. The product is [F:13][C:9]1[CH:10]=[CH:11][CH:12]=[C:7]([F:6])[C:8]=1[N:14]1[C:19]2[N:20]=[C:21]([NH:32][CH2:33][C:34]([NH2:5])=[O:35])[N:22]=[C:23]([C:24]3[CH:29]=[CH:28][C:27]([F:30])=[CH:26][C:25]=3[CH3:31])[C:18]=2[CH:17]=[CH:16][C:15]1=[O:38]. The yield is 0.540. (6) The reactants are [F:1][C:2]([F:7])([F:6])[C:3]([OH:5])=[O:4].[CH:8]1([CH:13]([N:18]2[CH:22]=[C:21]([C:23]3[C:24]4[CH:31]=[CH:30][NH:29][C:25]=4[N:26]=[CH:27][N:28]=3)[CH:20]=[N:19]2)[CH2:14][CH:15]2C[CH2:16]2)[CH2:12][CH2:11][CH2:10][CH2:9]1.[H][H]. The catalyst is CO.[Pd]. The product is [F:1][C:2]([F:7])([F:6])[C:3]([OH:5])=[O:4].[CH:8]1([CH:13]([N:18]2[CH:22]=[C:21]([C:23]3[C:24]4[CH:31]=[CH:30][NH:29][C:25]=4[N:26]=[CH:27][N:28]=3)[CH:20]=[N:19]2)[CH2:14][CH2:15][CH3:16])[CH2:12][CH2:11][CH2:10][CH2:9]1. The yield is 0.690. (7) The reactants are [CH2:1]([C:3]1[CH:4]=[C:5]([NH:10][CH:11]2[CH2:16][CH2:15][N:14]([C@H:17]3[CH2:22][CH2:21][C@H:20]([O:23][CH2:24][CH3:25])[CH2:19][CH2:18]3)[CH2:13][CH2:12]2)[C:6]([NH2:9])=[CH:7][CH:8]=1)[CH3:2].C(N(C(C)C)CC)(C)C.[Cl:35][C:36](Cl)([O:38]C(=O)OC(Cl)(Cl)Cl)Cl.Cl.CCOCC. The catalyst is ClCCl. The product is [ClH:35].[CH2:1]([C:3]1[CH:8]=[CH:7][C:6]2[NH:9][C:36](=[O:38])[N:10]([CH:11]3[CH2:16][CH2:15][N:14]([C@H:17]4[CH2:22][CH2:21][C@H:20]([O:23][CH2:24][CH3:25])[CH2:19][CH2:18]4)[CH2:13][CH2:12]3)[C:5]=2[CH:4]=1)[CH3:2]. The yield is 0.650. (8) The yield is 0.814. The product is [CH:11]([NH:1][C:2]1[CH:7]=[CH:6][CH:5]=[CH:4][CH:3]=1)([CH3:13])[CH3:12]. The catalyst is CN(C=O)C. The reactants are [NH2:1][C:2]1[CH:7]=[CH:6][CH:5]=[CH:4][CH:3]=1.[OH-].[Cs+].I[CH:11]([CH3:13])[CH3:12].